Dataset: Forward reaction prediction with 1.9M reactions from USPTO patents (1976-2016). Task: Predict the product of the given reaction. Given the reactants [C:1]([NH:9][C:10]([NH:12][C:13]1[CH:14]=[C:15]([C:19]([OH:21])=[O:20])[CH:16]=[N:17][CH:18]=1)=[S:11])(=[O:8])[C:2]1[CH:7]=[CH:6][CH:5]=[CH:4][CH:3]=1.[CH3:22][O-].[Na+].CI, predict the reaction product. The product is: [C:1]([NH:9][C:10](=[N:12][C:13]1[CH:14]=[C:15]([C:19]([OH:21])=[O:20])[CH:16]=[N:17][CH:18]=1)[S:11][CH3:22])(=[O:8])[C:2]1[CH:7]=[CH:6][CH:5]=[CH:4][CH:3]=1.